From a dataset of NCI-60 drug combinations with 297,098 pairs across 59 cell lines. Regression. Given two drug SMILES strings and cell line genomic features, predict the synergy score measuring deviation from expected non-interaction effect. (1) Drug 1: CC1OCC2C(O1)C(C(C(O2)OC3C4COC(=O)C4C(C5=CC6=C(C=C35)OCO6)C7=CC(=C(C(=C7)OC)O)OC)O)O. Drug 2: C#CCC(CC1=CN=C2C(=N1)C(=NC(=N2)N)N)C3=CC=C(C=C3)C(=O)NC(CCC(=O)O)C(=O)O. Cell line: OVCAR-4. Synergy scores: CSS=2.94, Synergy_ZIP=-1.97, Synergy_Bliss=-2.03, Synergy_Loewe=-2.32, Synergy_HSA=-2.32. (2) Drug 1: C1C(C(OC1N2C=NC3=C(N=C(N=C32)Cl)N)CO)O. Drug 2: COCCOC1=C(C=C2C(=C1)C(=NC=N2)NC3=CC=CC(=C3)C#C)OCCOC.Cl. Cell line: EKVX. Synergy scores: CSS=17.4, Synergy_ZIP=-6.27, Synergy_Bliss=-5.58, Synergy_Loewe=-4.44, Synergy_HSA=-4.27.